From a dataset of Forward reaction prediction with 1.9M reactions from USPTO patents (1976-2016). Predict the product of the given reaction. (1) Given the reactants [C:1]([N:5]=[C:6]=[O:7])([CH3:4])([CH3:3])[CH3:2].[CH:8]1[C:16]2[C:15]3[CH2:17][CH2:18][CH2:19][CH2:20][C:14]=3[O:13][C:12]=2[CH:11]=[CH:10][C:9]=1[NH2:21].N1C=CC=CC=1, predict the reaction product. The product is: [C:1]([NH:5][C:6]([NH:21][C:9]1[CH:10]=[CH:11][C:12]2[O:13][C:14]3[CH2:20][CH2:19][CH2:18][CH2:17][C:15]=3[C:16]=2[CH:8]=1)=[O:7])([CH3:4])([CH3:3])[CH3:2]. (2) Given the reactants [CH2:1]([C:3]1[N:7]([C:8]2[N:16]=[C:15]3[C:11]([N:12]=[C:13]([C:18]4([O:22][CH3:23])[CH2:21][NH:20][CH2:19]4)[N:14]3[CH3:17])=[C:10]([N:24]3[CH2:29][CH2:28][O:27][CH2:26][CH2:25]3)[N:9]=2)[C:6]2[CH:30]=[CH:31][CH:32]=[CH:33][C:5]=2[N:4]=1)[CH3:2].[CH3:34][S:35]([CH:38]=[CH2:39])(=[O:37])=[O:36], predict the reaction product. The product is: [CH2:1]([C:3]1[N:7]([C:8]2[N:16]=[C:15]3[C:11]([N:12]=[C:13]([C:18]4([O:22][CH3:23])[CH2:21][N:20]([CH2:39][CH2:38][S:35]([CH3:34])(=[O:37])=[O:36])[CH2:19]4)[N:14]3[CH3:17])=[C:10]([N:24]3[CH2:29][CH2:28][O:27][CH2:26][CH2:25]3)[N:9]=2)[C:6]2[CH:30]=[CH:31][CH:32]=[CH:33][C:5]=2[N:4]=1)[CH3:2]. (3) Given the reactants [NH2:1][C@@H:2]1[CH2:7][CH2:6][N:5]([C:8]2[C:9]([Cl:31])=[C:10]([NH:16][C:17]3[N:22]=[C:21]([NH:23][CH2:24][CH3:25])[C:20]4=[N:26][CH:27]=[C:28]([C:29]#[N:30])[N:19]4[N:18]=3)[CH:11]=[C:12]([C:14]#[N:15])[CH:13]=2)[CH2:4][C@H:3]1[OH:32].CCN(C(C)C)C(C)C.C(Cl)Cl.[CH3:45][C@H:46]1[CH2:48][O:47]1, predict the reaction product. The product is: [Cl:31][C:9]1[C:8]([N:5]2[CH2:6][CH2:7][C@@H:2]([NH:1][CH2:45][C@@H:46]([OH:47])[CH3:48])[C@H:3]([OH:32])[CH2:4]2)=[CH:13][C:12]([C:14]#[N:15])=[CH:11][C:10]=1[NH:16][C:17]1[N:22]=[C:21]([NH:23][CH2:24][CH3:25])[C:20]2=[N:26][CH:27]=[C:28]([C:29]#[N:30])[N:19]2[N:18]=1. (4) Given the reactants Br[C:2]1[CH:11]=[CH:10][C:9]2[N:8]=[CH:7][C:6]3[N:12]([CH3:23])[C:13](=[O:22])[N:14]([C:15]4[C:16]([CH3:21])=[N:17][N:18]([CH3:20])[CH:19]=4)[C:5]=3[C:4]=2[CH:3]=1.[N:24]1([C:29]2[CH:34]=[CH:33][C:32](B3OC(C)(C)C(C)(C)O3)=[CH:31][N:30]=2)[CH2:28][CH2:27][CH2:26][CH2:25]1, predict the reaction product. The product is: [CH3:20][N:18]1[CH:19]=[C:15]([N:14]2[C:5]3[C:4]4[CH:3]=[C:2]([C:32]5[CH:31]=[N:30][C:29]([N:24]6[CH2:25][CH2:26][CH2:27][CH2:28]6)=[CH:34][CH:33]=5)[CH:11]=[CH:10][C:9]=4[N:8]=[CH:7][C:6]=3[N:12]([CH3:23])[C:13]2=[O:22])[C:16]([CH3:21])=[N:17]1. (5) The product is: [CH2:1]([NH:5][C:6](=[O:20])[O:7][C@H:8]1[C@H:12]([C:13]2[CH:14]=[CH:15][C:16]([F:19])=[CH:17][CH:18]=2)[CH2:11][N:10]([S:34]([C:32]2[N:31]=[CH:30][N:29]([CH3:28])[CH:33]=2)(=[O:36])=[O:35])[CH2:9]1)[CH2:2][CH2:3][CH3:4]. Given the reactants [CH2:1]([NH:5][C:6](=[O:20])[O:7][C@H:8]1[C@H:12]([C:13]2[CH:18]=[CH:17][C:16]([F:19])=[CH:15][CH:14]=2)[CH2:11][NH:10][CH2:9]1)[CH2:2][CH2:3][CH3:4].C(N(CC)CC)C.[CH3:28][N:29]1[CH:33]=[C:32]([S:34](Cl)(=[O:36])=[O:35])[N:31]=[CH:30]1, predict the reaction product.